Predict the reaction yield, written as a fraction of the theoretical maximum amount of product (1.0 means a 100% yield; for example, 0.34 means a 34% yield). From a dataset of Reaction yield outcomes from USPTO patents with 853,638 reactions. (1) The reactants are Br[C:2]1[CH:7]=[CH:6][C:5]([N+:8]([O-:10])=[O:9])=[C:4]([O:11][CH:12]([F:14])[F:13])[CH:3]=1.[CH3:15][N:16]1[CH:20]=[C:19](B2OC(C)(C)C(C)(C)O2)[CH:18]=[N:17]1.C(Cl)Cl.C([O-])([O-])=O.[Na+].[Na+]. The catalyst is C1COCC1.CCOC(C)=O.C1C=CC(P(C2C=CC=CC=2)[C-]2C=CC=C2)=CC=1.C1C=CC(P(C2C=CC=CC=2)[C-]2C=CC=C2)=CC=1.Cl[Pd]Cl.[Fe+2]. The product is [F:13][CH:12]([F:14])[O:11][C:4]1[CH:3]=[C:2]([C:19]2[CH:18]=[N:17][N:16]([CH3:15])[CH:20]=2)[CH:7]=[CH:6][C:5]=1[N+:8]([O-:10])=[O:9]. The yield is 0.800. (2) The reactants are C([O:5][C:6](=[O:44])[C@@H:7]([NH:11][S:12]([C:15]1[CH:20]=[CH:19][C:18]([C:21]2[CH:26]=[CH:25][C:24]([NH:27][C:28]([C:30]3[O:31][C:32]4[C:39]([Cl:40])=[CH:38][C:37]([Cl:41])=[C:36]([O:42][CH3:43])[C:33]=4[C:34]=3[CH3:35])=[O:29])=[CH:23][CH:22]=2)=[CH:17][CH:16]=1)(=[O:14])=[O:13])[CH:8]([CH3:10])[CH3:9])(C)(C)C.C(O)(C(F)(F)F)=O.ClCCl. No catalyst specified. The product is [Cl:41][C:37]1[CH:38]=[C:39]([Cl:40])[C:32]2[O:31][C:30]([C:28]([NH:27][C:24]3[CH:23]=[CH:22][C:21]([C:18]4[CH:19]=[CH:20][C:15]([S:12]([NH:11][C@@H:7]([CH:8]([CH3:10])[CH3:9])[C:6]([OH:44])=[O:5])(=[O:14])=[O:13])=[CH:16][CH:17]=4)=[CH:26][CH:25]=3)=[O:29])=[C:34]([CH3:35])[C:33]=2[C:36]=1[O:42][CH3:43]. The yield is 0.720.